From a dataset of Forward reaction prediction with 1.9M reactions from USPTO patents (1976-2016). Predict the product of the given reaction. (1) The product is: [C:24]1([C:33]2[C:34]3=[CH:47][CH:46]=[C:45]4[C:36]([CH:37]=[C:38]5[C:43]([CH:42]=[CH:41][CH:40]=[CH:39]5)=[CH:44]4)=[C:35]3[CH:30]=[CH:31][CH:32]=2)[CH:29]=[CH:28][CH:27]=[CH:26][CH:25]=1. Given the reactants C1(C)C=CC=CC=1P(C1C=CC=CC=1C)C1C=CC=CC=1C.Br[C:24]1[CH:29]=[CH:28][CH:27]=[CH:26][CH:25]=1.[CH:30]1[C:35]2=[C:36]3[C:45](=[CH:46][CH:47]=[C:34]2[C:33](B(O)O)=[CH:32][CH:31]=1)[CH:44]=[C:43]1[C:38]([CH:39]=[CH:40][CH:41]=[CH:42]1)=[CH:37]3.P([O-])([O-])([O-])=O.[K+].[K+].[K+], predict the reaction product. (2) Given the reactants FC(F)(F)C(O)=O.[CH3:8][N:9]1[C:17]2[C:12](=[N:13][C:14]([C@@H:24]([NH2:26])[CH3:25])=[C:15]([C:18]3[N:22]([CH3:23])[N:21]=[CH:20][CH:19]=3)[CH:16]=2)[CH:11]=[CH:10]1.[Cl:27][C:28]1[C:33]([C:34]#[N:35])=[C:32](Cl)[N:31]=[C:30]([S:37][CH3:38])[N:29]=1.CCN(CC)CC, predict the reaction product. The product is: [Cl:27][C:28]1[C:33]([C:34]#[N:35])=[C:32]([NH:26][C@H:24]([C:14]2[N:13]=[C:12]3[CH:11]=[CH:10][N:9]([CH3:8])[C:17]3=[CH:16][C:15]=2[C:18]2[N:22]([CH3:23])[N:21]=[CH:20][CH:19]=2)[CH3:25])[N:31]=[C:30]([S:37][CH3:38])[N:29]=1. (3) Given the reactants [C:1]([CH2:4][C:5]1[N:6]=[C:7]([S:10][C:11]([CH3:16])([CH3:15])[C:12]([OH:14])=[O:13])[S:8][CH:9]=1)(O)=O.[CH2:17]([C:22]1[CH:28]=[CH:27][C:25]([NH2:26])=[CH:24][CH:23]=1)[CH2:18][CH2:19][CH2:20][CH3:21], predict the reaction product. The product is: [CH3:15][C:11]([S:10][C:7]1[S:8][CH:9]=[C:5]([CH2:4][CH2:1][NH:26][C:25]2[CH:27]=[CH:28][C:22]([CH2:17][CH2:18][CH2:19][CH2:20][CH3:21])=[CH:23][CH:24]=2)[N:6]=1)([CH3:16])[C:12]([OH:14])=[O:13]. (4) Given the reactants [H-].[H-].[H-].[H-].[Li+].[Al+3].[CH2:7]([O:17][C:18]1[CH:19]=[C:20]([C:28](OC)=[O:29])[CH:21]=[C:22]([CH:27]=1)[C:23](OC)=[O:24])[CH2:8][CH2:9][CH2:10][CH2:11][CH2:12][CH2:13][CH2:14][CH2:15][CH3:16].Cl, predict the reaction product. The product is: [CH2:7]([O:17][C:18]1[CH:19]=[C:20]([CH2:28][OH:29])[CH:21]=[C:22]([CH2:23][OH:24])[CH:27]=1)[CH2:8][CH2:9][CH2:10][CH2:11][CH2:12][CH2:13][CH2:14][CH2:15][CH3:16]. (5) Given the reactants CCN(CC)CC.C(O)=O.[O:11]=[C:12]([C:16]1[CH:21]=[CH:20][CH:19]=[C:18]([O:22][CH2:23][CH:24]2[CH2:29][CH2:28][O:27][CH2:26][CH2:25]2)[CH:17]=1)[CH2:13][C:14]#[N:15], predict the reaction product. The product is: [OH:11][C@@H:12]([C:16]1[CH:21]=[CH:20][CH:19]=[C:18]([O:22][CH2:23][CH:24]2[CH2:29][CH2:28][O:27][CH2:26][CH2:25]2)[CH:17]=1)[CH2:13][C:14]#[N:15]. (6) Given the reactants C([O:8][C:9]1[CH:14]=[CH:13][CH:12]=[CH:11][C:10]=1[C:15]1[CH:20]=[CH:19][C:18]([C:21]([F:24])([F:23])[F:22])=[CH:17][C:16]=1[CH2:25][N:26]([CH2:39][C:40]1[CH:45]=[C:44]([C:46]([F:49])([F:48])[F:47])[CH:43]=[C:42]([C:50]([F:53])([F:52])[F:51])[CH:41]=1)[C:27]1[N:32]=[CH:31][C:30]([N:33]2[CH2:38][CH2:37][O:36][CH2:35][CH2:34]2)=[CH:29][N:28]=1)C1C=CC=CC=1, predict the reaction product. The product is: [F:53][C:50]([F:51])([F:52])[C:42]1[CH:41]=[C:40]([CH:45]=[C:44]([C:46]([F:47])([F:49])[F:48])[CH:43]=1)[CH2:39][N:26]([CH2:25][C:16]1[CH:17]=[C:18]([C:21]([F:22])([F:23])[F:24])[CH:19]=[CH:20][C:15]=1[C:10]1[C:9]([OH:8])=[CH:14][CH:13]=[CH:12][CH:11]=1)[C:27]1[N:32]=[CH:31][C:30]([N:33]2[CH2:34][CH2:35][O:36][CH2:37][CH2:38]2)=[CH:29][N:28]=1. (7) Given the reactants [CH3:1][O:2][C:3]1[CH:4]=[C:5]([C:11]2[C:20](=O)[C:19]3[C:14](=[CH:15][C:16]([OH:24])=[C:17]([CH2:22][CH3:23])[CH:18]=3)[O:13][CH:12]=2)[CH:6]=[CH:7][C:8]=1[O:9][CH3:10].O.[NH2:26][NH2:27], predict the reaction product. The product is: [CH3:1][O:2][C:3]1[CH:4]=[C:5]([C:11]2[C:20]([C:19]3[CH:18]=[C:17]([CH2:22][CH3:23])[C:16]([OH:24])=[CH:15][C:14]=3[OH:13])=[N:26][NH:27][CH:12]=2)[CH:6]=[CH:7][C:8]=1[O:9][CH3:10]. (8) Given the reactants [CH3:1][C@@H:2]1[O:7][C@H:6]([CH3:8])[CH2:5][N:4]([C:9]2[CH:16]=[C:15]([F:17])[C:14]([C:18]#[C:19][Si](C)(C)C)=[CH:13][C:10]=2[CH:11]=[O:12])[CH2:3]1.Br[C:25]1[O:26][C:27]2[CH:33]=[CH:32][CH:31]=[CH:30][C:28]=2[N:29]=1, predict the reaction product. The product is: [O:26]1[C:27]2[CH:33]=[CH:32][CH:31]=[CH:30][C:28]=2[N:29]=[C:25]1[C:19]#[C:18][C:14]1[C:15]([F:17])=[CH:16][C:9]([N:4]2[CH2:3][C@H:2]([CH3:1])[O:7][C@H:6]([CH3:8])[CH2:5]2)=[C:10]([CH:13]=1)[CH:11]=[O:12].